Dataset: Forward reaction prediction with 1.9M reactions from USPTO patents (1976-2016). Task: Predict the product of the given reaction. (1) The product is: [F:23][C:24]1[CH:25]=[C:26]([C:27]2[N:35]([CH3:34])[C:36]([SH:39])=[N:37][N:38]=2)[CH:30]=[CH:31][C:32]=1[F:33]. Given the reactants OC1C2N=NNC=2C=CC=1.Cl.CN(C)CCCN=C=NCC.[F:23][C:24]1[CH:25]=[C:26]([CH:30]=[CH:31][C:32]=1[F:33])[C:27](O)=O.[CH3:34][NH:35][C:36](=[S:39])[NH:37][NH2:38], predict the reaction product. (2) Given the reactants Cl.[NH2:2][C:3]([NH2:5])=[NH:4].[H-].[Na+].Cl[C:9]1[C:18]2[C:13](=[CH:14][CH:15]=[C:16]([S:19]([NH:22][C@H:23]3[CH2:28][CH2:27][C@H:26]([C:29]([O:31][CH2:32][CH3:33])=[O:30])[CH2:25][CH2:24]3)(=[O:21])=[O:20])[CH:17]=2)[C:12]([Cl:34])=[CH:11][N:10]=1, predict the reaction product. The product is: [Cl:34][C:12]1[C:13]2[C:18](=[CH:17][C:16]([S:19]([NH:22][C@H:23]3[CH2:24][CH2:25][C@H:26]([C:29]([O:31][CH2:32][CH3:33])=[O:30])[CH2:27][CH2:28]3)(=[O:20])=[O:21])=[CH:15][CH:14]=2)[C:9]([NH:4][C:3]([NH2:5])=[NH:2])=[N:10][CH:11]=1. (3) Given the reactants [CH3:1][O:2][C:3]1[CH:8]=[CH:7][C:6]([NH2:9])=[CH:5][CH:4]=1.CC(C)N=C=NC(C)C.[C:19]([O:23][C:24]([N:26]1[CH2:39][CH2:38][C:37]2[C:36]3[CH:35]=[C:34]([Cl:40])[C:33]([Cl:41])=[CH:32][C:31]=3[N:30]([CH2:42][C:43](O)=[O:44])[C:29]=2[CH2:28][CH2:27]1)=[O:25])([CH3:22])([CH3:21])[CH3:20], predict the reaction product. The product is: [Cl:41][C:33]1[C:34]([Cl:40])=[CH:35][C:36]2[C:37]3[CH2:38][CH2:39][N:26]([C:24]([O:23][C:19]([CH3:21])([CH3:20])[CH3:22])=[O:25])[CH2:27][CH2:28][C:29]=3[N:30]([CH2:42][C:43]([NH:9][C:6]3[CH:7]=[CH:8][C:3]([O:2][CH3:1])=[CH:4][CH:5]=3)=[O:44])[C:31]=2[CH:32]=1. (4) Given the reactants COC(=O)/C=C/[C:6]1[CH:7]=[C:8]2[C:25](=[CH:26][CH:27]=1)[O:24][C:11]1([CH2:16][CH2:15][N:14]([C:17](OC(C)(C)C)=O)[CH2:13][CH2:12]1)[CH2:10][C:9]2=[O:28].CN1CCC(=O)CC1.CC(C1C=C([Br:47])C=CC=1O)=O, predict the reaction product. The product is: [CH3:17][N:14]1[CH2:15][CH2:16][C:11]2([CH2:10][C:9](=[O:28])[C:8]3[C:25](=[CH:26][CH:27]=[C:6]([Br:47])[CH:7]=3)[O:24]2)[CH2:12][CH2:13]1. (5) Given the reactants [H-].[Na+].[CH2:3]([O:10][C:11]1[CH:16]=[CH:15][C:14]([CH2:17][CH:18]([OH:24])[C:19]([O:21][CH2:22][CH3:23])=[O:20])=[CH:13][CH:12]=1)[C:4]1[CH:9]=[CH:8][CH:7]=[CH:6][CH:5]=1.[CH2:25](I)[CH3:26], predict the reaction product. The product is: [CH2:3]([O:10][C:11]1[CH:16]=[CH:15][C:14]([CH2:17][CH:18]([O:24][CH2:25][CH3:26])[C:19]([O:21][CH2:22][CH3:23])=[O:20])=[CH:13][CH:12]=1)[C:4]1[CH:9]=[CH:8][CH:7]=[CH:6][CH:5]=1.